From a dataset of NCI-60 drug combinations with 297,098 pairs across 59 cell lines. Regression. Given two drug SMILES strings and cell line genomic features, predict the synergy score measuring deviation from expected non-interaction effect. (1) Drug 1: C1=NC(=NC(=O)N1C2C(C(C(O2)CO)O)O)N. Drug 2: CCCCC(=O)OCC(=O)C1(CC(C2=C(C1)C(=C3C(=C2O)C(=O)C4=C(C3=O)C=CC=C4OC)O)OC5CC(C(C(O5)C)O)NC(=O)C(F)(F)F)O. Cell line: HCT-15. Synergy scores: CSS=43.7, Synergy_ZIP=-3.73, Synergy_Bliss=-1.66, Synergy_Loewe=-17.3, Synergy_HSA=-0.291. (2) Drug 1: CCCS(=O)(=O)NC1=C(C(=C(C=C1)F)C(=O)C2=CNC3=C2C=C(C=N3)C4=CC=C(C=C4)Cl)F. Drug 2: CS(=O)(=O)C1=CC(=C(C=C1)C(=O)NC2=CC(=C(C=C2)Cl)C3=CC=CC=N3)Cl. Cell line: A549. Synergy scores: CSS=14.6, Synergy_ZIP=1.39, Synergy_Bliss=4.86, Synergy_Loewe=1.12, Synergy_HSA=2.38. (3) Drug 1: C1=CC(=C2C(=C1NCCNCCO)C(=O)C3=C(C=CC(=C3C2=O)O)O)NCCNCCO. Drug 2: CCN(CC)CCCC(C)NC1=C2C=C(C=CC2=NC3=C1C=CC(=C3)Cl)OC. Cell line: OVCAR-4. Synergy scores: CSS=44.0, Synergy_ZIP=11.0, Synergy_Bliss=14.0, Synergy_Loewe=2.81, Synergy_HSA=16.0.